From a dataset of Catalyst prediction with 721,799 reactions and 888 catalyst types from USPTO. Predict which catalyst facilitates the given reaction. (1) Reactant: [CH2:1]([O:3][C:4](=[O:24])[CH2:5][O:6][C:7]1[CH:16]=[CH:15][CH:14]=[C:13]2[C:8]=1[CH2:9][CH2:10][N:11](C(OC(C)(C)C)=O)[CH2:12]2)[CH3:2]. Product: [CH2:12]1[C:13]2[C:8](=[C:7]([O:6][CH2:5][C:4]([O:3][CH2:1][CH3:2])=[O:24])[CH:16]=[CH:15][CH:14]=2)[CH2:9][CH2:10][NH:11]1. The catalyst class is: 13. (2) Reactant: C([O:3][C:4](=[O:30])[CH2:5][CH:6]1[S:10][C:9]([C:11]2[NH:12][C:13]3[C:18]([CH:19]=2)=[CH:17][CH:16]=[CH:15][C:14]=3[N:20]([CH3:29])[S:21]([C:24]2[S:25][CH:26]=[CH:27][CH:28]=2)(=[O:23])=[O:22])=[N:8][CH2:7]1)C.[OH-].[K+].C(O)(=O)CC(CC(O)=O)(C(O)=O)O. Product: [CH3:29][N:20]([S:21]([C:24]1[S:25][CH:26]=[CH:27][CH:28]=1)(=[O:23])=[O:22])[C:14]1[CH:15]=[CH:16][CH:17]=[C:18]2[C:13]=1[NH:12][C:11]([C:9]1[S:10][CH:6]([CH2:5][C:4]([OH:30])=[O:3])[CH2:7][N:8]=1)=[CH:19]2. The catalyst class is: 83. (3) Reactant: O[CH2:2][C:3]1[N:4]=[C:5]2[C:10]([NH:11][C:12](=[O:17])[C:13]([CH3:16])([CH3:15])[CH3:14])=[CH:9][CH:8]=[CH:7][N:6]2[C:18]=1[CH3:19].S(Cl)([Cl:22])=O.C(=O)(O)[O-].[Na+]. Product: [Cl:22][CH2:2][C:3]1[N:4]=[C:5]2[C:10]([NH:11][C:12](=[O:17])[C:13]([CH3:16])([CH3:15])[CH3:14])=[CH:9][CH:8]=[CH:7][N:6]2[C:18]=1[CH3:19]. The catalyst class is: 4. (4) Reactant: [CH3:1][O:2][C:3]1[CH:4]=[C:5]2[C:10](=[CH:11][CH:12]=1)[C:9]([OH:13])=[N:8][CH:7]=[CH:6]2.[F:14][C:15]1[CH:20]=[CH:19][C:18](I)=[CH:17][CH:16]=1.N1CCC[C@H]1C(O)=O.C(=O)([O-])[O-].[K+].[K+]. Product: [F:14][C:15]1[CH:20]=[CH:19][C:18]([N:8]2[CH:7]=[CH:6][C:5]3[C:10](=[CH:11][CH:12]=[C:3]([O:2][CH3:1])[CH:4]=3)[C:9]2=[O:13])=[CH:17][CH:16]=1. The catalyst class is: 419. (5) Reactant: [C:1]([O:5][C:6](=[O:18])[N:7]([C:11]1[CH:12]=[N:13][CH:14]=[CH:15][C:16]=1I)[CH:8]([CH3:10])[CH3:9])([CH3:4])([CH3:3])[CH3:2].[Cl:19][C:20]1[CH:25]=[CH:24][CH:23]=[CH:22][C:21]=1B(O)O. Product: [C:1]([O:5][C:6](=[O:18])[N:7]([C:11]1[CH:12]=[N:13][CH:14]=[CH:15][C:16]=1[C:21]1[CH:22]=[CH:23][CH:24]=[CH:25][C:20]=1[Cl:19])[CH:8]([CH3:10])[CH3:9])([CH3:4])([CH3:3])[CH3:2]. The catalyst class is: 243. (6) Reactant: [H-].[Na+].[CH3:3][C:4]1[CH:8]=[C:7]([CH3:9])[NH:6][N:5]=1.CN(C)C=O.Cl[C:16]1[N:24]=[C:23]2[C:19]([N:20]=[CH:21][N:22]2[CH3:25])=[C:18]([NH:26][C:27]2[CH:32]=[CH:31][C:30]([Cl:33])=[CH:29][CH:28]=2)[N:17]=1. The catalyst class is: 6. Product: [Cl:33][C:30]1[CH:29]=[CH:28][C:27]([NH:26][C:18]2[N:17]=[C:16]([N:5]3[C:4]([CH3:3])=[CH:8][C:7]([CH3:9])=[N:6]3)[N:24]=[C:23]3[C:19]=2[N:20]=[CH:21][N:22]3[CH3:25])=[CH:32][CH:31]=1. (7) Reactant: Cl[C:2]1[N:7]=[C:6]([C:8]([OH:10])=[O:9])[CH:5]=[CH:4][C:3]=1[C:11]#[N:12].[Cl:13][C:14]1[CH:19]=[CH:18][C:17]([CH2:20][SH:21])=[CH:16][CH:15]=1. Product: [Cl:13][C:14]1[CH:19]=[CH:18][C:17]([CH2:20][S:21][C:2]2[N:7]=[C:6]([C:8]([OH:10])=[O:9])[CH:5]=[CH:4][C:3]=2[C:11]#[N:12])=[CH:16][CH:15]=1. The catalyst class is: 9. (8) Reactant: [NH2:1][C:2]1[CH:10]=[CH:9][CH:8]=[C:7]([O:11][CH3:12])[C:3]=1[C:4]([OH:6])=[O:5].[OH-].[Na+].[C:15](Cl)(Cl)=[O:16]. Product: [CH3:12][O:11][C:7]1[C:3]2[C:4](=[O:6])[O:5][C:15](=[O:16])[NH:1][C:2]=2[CH:10]=[CH:9][CH:8]=1. The catalyst class is: 6.